From a dataset of Forward reaction prediction with 1.9M reactions from USPTO patents (1976-2016). Predict the product of the given reaction. (1) The product is: [N:24]([CH2:15][C@:2]1([F:1])[CH2:7][CH2:6][CH2:5][N:4]([C:8]([O:10][C:11]([CH3:14])([CH3:13])[CH3:12])=[O:9])[CH2:3]1)=[N+:25]=[N-:26]. Given the reactants [F:1][C@@:2]1([CH2:15]OS(C(F)(F)F)(=O)=O)[CH2:7][CH2:6][CH2:5][N:4]([C:8]([O:10][C:11]([CH3:14])([CH3:13])[CH3:12])=[O:9])[CH2:3]1.[N-:24]=[N+:25]=[N-:26].[Na+].CC(OC)(C)C.O, predict the reaction product. (2) Given the reactants [N:1]1[CH:6]=[CH:5][CH:4]=[C:3]([C:7]2[CH:25]=[C:24]3[C:10]([C:11](=[O:27])[C:12](=[O:26])[C:13]4[S:23][CH2:22][C:16]5([CH2:21][CH2:20][NH:19][CH2:18][CH2:17]5)[O:15][C:14]=43)=[CH:9][CH:8]=2)[CH:2]=1.[Cl:28][C:29]1[CH:30]=[C:31]([CH:35]=[CH:36][CH:37]=1)[C:32](Cl)=[O:33], predict the reaction product. The product is: [Cl:28][C:29]1[CH:30]=[C:31]([CH:35]=[CH:36][CH:37]=1)[C:32]([N:19]1[CH2:20][CH2:21][C:16]2([O:15][C:14]3[C:24]4[C:10]([C:11](=[O:27])[C:12](=[O:26])[C:13]=3[S:23][CH2:22]2)=[CH:9][CH:8]=[C:7]([C:3]2[CH:2]=[N:1][CH:6]=[CH:5][CH:4]=2)[CH:25]=4)[CH2:17][CH2:18]1)=[O:33].